From a dataset of Forward reaction prediction with 1.9M reactions from USPTO patents (1976-2016). Predict the product of the given reaction. (1) The product is: [CH3:31][C:29]([CH3:30])([CH3:32])[CH2:28][C:25]1[CH:26]=[CH:27][C:22]([O:21][CH2:20][CH2:19][CH2:18][O:14][C:11]2[CH:12]=[CH:13][C:7]3[O:6][C:5]([CH2:15][CH3:16])([C:3]([OH:2])=[O:4])[CH2:9][C:8]=3[CH:10]=2)=[C:23]([CH2:33][CH2:34][CH3:35])[CH:24]=1. Given the reactants C[O:2][C:3]([C:5]1([CH2:15][CH3:16])[CH2:9][C:8]2[CH:10]=[C:11]([OH:14])[CH:12]=[CH:13][C:7]=2[O:6]1)=[O:4].I[CH2:18][CH2:19][CH2:20][O:21][C:22]1[CH:27]=[CH:26][C:25]([CH2:28][C:29]([CH3:32])([CH3:31])[CH3:30])=[CH:24][C:23]=1[CH2:33][CH2:34][CH3:35].[I-], predict the reaction product. (2) Given the reactants [NH2:1][CH2:2][C@@H:3]1[C@H:8]([CH3:9])[CH2:7][CH2:6][CH2:5][N:4]1[C:10]([C:12]1[CH:17]=[C:16]([CH3:18])[CH:15]=[CH:14][C:13]=1[N:19]1[N:23]=[CH:22][CH:21]=[N:20]1)=[O:11].[Br:24][C:25]1[CH:34]=[C:33]2[C:28]([CH:29]=[N:30][C:31](Cl)=[N:32]2)=[CH:27][CH:26]=1, predict the reaction product. The product is: [Br:24][C:25]1[CH:34]=[C:33]2[C:28]([CH:29]=[N:30][C:31]([NH:1][CH2:2][C@@H:3]3[C@H:8]([CH3:9])[CH2:7][CH2:6][CH2:5][N:4]3[C:10]([C:12]3[CH:17]=[C:16]([CH3:18])[CH:15]=[CH:14][C:13]=3[N:19]3[N:23]=[CH:22][CH:21]=[N:20]3)=[O:11])=[N:32]2)=[CH:27][CH:26]=1.